From a dataset of Reaction yield outcomes from USPTO patents with 853,638 reactions. Predict the reaction yield, written as a fraction of the theoretical maximum amount of product (1.0 means a 100% yield; for example, 0.34 means a 34% yield). (1) The reactants are [Br:1][C:2]1[N:7]=[C:6]([C:8](O)([CH3:10])[CH3:9])[C:5]([F:12])=[CH:4][CH:3]=1.CS(OS(C)(=O)=O)(=O)=O.C(N(CC)CC)C. The catalyst is ClCCl. The product is [Br:1][C:2]1[N:7]=[C:6]([C:8]([CH3:10])=[CH2:9])[C:5]([F:12])=[CH:4][CH:3]=1. The yield is 0.840. (2) The reactants are [Cl:1][C:2]1[CH:7]=[CH:6][CH:5]=[C:4]([Cl:8])[C:3]=1[C:9]1[C:13]([CH2:14][O:15][C:16]2[CH:24]=[C:23]3[C:19]([C:20]([CH2:25][C:26]4[CH:27]=[C:28]([CH:33]=[CH:34][CH:35]=4)[C:29]([O:31]C)=[O:30])=[CH:21][NH:22]3)=[CH:18][CH:17]=2)=[C:12]([CH:36]([CH3:38])[CH3:37])[O:11][N:10]=1.[OH-].[Na+]. The catalyst is O1CCCC1.CO. The product is [Cl:8][C:4]1[CH:5]=[CH:6][CH:7]=[C:2]([Cl:1])[C:3]=1[C:9]1[C:13]([CH2:14][O:15][C:16]2[CH:24]=[C:23]3[C:19]([C:20]([CH2:25][C:26]4[CH:27]=[C:28]([CH:33]=[CH:34][CH:35]=4)[C:29]([OH:31])=[O:30])=[CH:21][NH:22]3)=[CH:18][CH:17]=2)=[C:12]([CH:36]([CH3:38])[CH3:37])[O:11][N:10]=1. The yield is 0.100. (3) The reactants are [NH2:1][C:2]1[CH:3]=[C:4]([CH:8]2[C:17]([CH3:19])([CH3:18])[CH2:16][C:15]3[C:10](=[CH:11][CH:12]=[C:13]([C:20]#[N:21])[CH:14]=3)[NH:9]2)[CH:5]=[CH:6][CH:7]=1.[CH3:22][O:23][C:24](=[O:29])[C:25](Br)([CH3:27])[CH3:26].C(=O)([O-])[O-].[K+].[K+]. The catalyst is CN(C)C=O. The product is [CH3:22][O:23][C:24](=[O:29])[C:25]([NH:1][C:2]1[CH:7]=[CH:6][CH:5]=[C:4]([CH:8]2[C:17]([CH3:18])([CH3:19])[CH2:16][C:15]3[C:10](=[CH:11][CH:12]=[C:13]([C:20]#[N:21])[CH:14]=3)[NH:9]2)[CH:3]=1)([CH3:27])[CH3:26]. The yield is 0.430. (4) The reactants are CO.C[O:4][C:5]([C:7]1[C:11]2[CH:12]=[CH:13][CH:14]=[CH:15][C:10]=2[O:9][CH:8]=1)=[O:6].[OH-].[Li+].Cl. The catalyst is O.O1CCCC1. The product is [O:9]1[C:10]2[CH:15]=[CH:14][CH:13]=[CH:12][C:11]=2[C:7]([C:5]([OH:6])=[O:4])=[CH:8]1. The yield is 0.910. (5) The reactants are O.O.[Sn](Cl)Cl.C(O)C.[F:9][C:10]1[CH:15]=[CH:14][C:13]([N+:16]([O-])=O)=[CH:12][C:11]=1[C:19]1[N:20]=[C:21]([CH3:24])[S:22][CH:23]=1.[OH-].[K+]. The catalyst is Cl.O. The product is [F:9][C:10]1[CH:15]=[CH:14][C:13]([NH2:16])=[CH:12][C:11]=1[C:19]1[N:20]=[C:21]([CH3:24])[S:22][CH:23]=1. The yield is 0.930. (6) The reactants are Br[C:2]1(Br)[C:10]2[C:5](=[N:6][CH:7]=[C:8]([Br:11])[CH:9]=2)[N:4]([CH2:12][O:13][CH2:14][CH2:15][Si:16]([CH3:19])([CH3:18])[CH3:17])[C:3]1=[O:20]. The catalyst is CC(O)=O.[Zn]. The product is [Br:11][C:8]1[CH:9]=[C:10]2[CH2:2][C:3](=[O:20])[N:4]([CH2:12][O:13][CH2:14][CH2:15][Si:16]([CH3:19])([CH3:18])[CH3:17])[C:5]2=[N:6][CH:7]=1. The yield is 0.250. (7) The reactants are [NH2:1][C:2]1[S:3][CH:4]=[C:5]([CH2:11][O:12][CH2:13][O:14][CH3:15])[C:6]=1[S:7]([NH2:10])(=[O:9])=[O:8].CS[C:18](SC)=[C:19]1[C:28](=[O:29])[C:27]2[C:22](=[CH:23][CH:24]=[CH:25][CH:26]=2)[N:21]([N:30]2[C:38](=[O:39])[C:37]3[C:32](=[CH:33][CH:34]=[CH:35][CH:36]=3)[C:31]2=[O:40])[C:20]1=[O:41]. The catalyst is C1(C)C=CC=CC=1. The product is [OH:29][C:28]1[C:27]2[C:22](=[CH:23][CH:24]=[CH:25][CH:26]=2)[N:21]([N:30]2[C:31](=[O:40])[C:32]3[C:37](=[CH:36][CH:35]=[CH:34][CH:33]=3)[C:38]2=[O:39])[C:20](=[O:41])[C:19]=1[C:18]1[NH:1][C:2]2[S:3][CH:4]=[C:5]([CH2:11][O:12][CH2:13][O:14][CH3:15])[C:6]=2[S:7](=[O:8])(=[O:9])[N:10]=1. The yield is 0.615.